Dataset: Full USPTO retrosynthesis dataset with 1.9M reactions from patents (1976-2016). Task: Predict the reactants needed to synthesize the given product. (1) Given the product [CH3:12][O:11][C:9]([C:4]1[N:5]([CH2:7][CH3:8])[CH:6]=[C:2]([NH:1][C:50]([C@H:30]2[C@H:29]([C:25]3[CH:26]=[CH:27][CH:28]=[C:23]([Cl:22])[C:24]=3[F:53])[C@:33]([C:36]3[CH:41]=[CH:40][C:39]([Cl:42])=[CH:38][C:37]=3[F:43])([C:34]#[N:35])[C@H:32]([CH2:44][C:45]([CH3:47])([CH3:46])[CH3:48])[N:31]2[CH3:49])=[O:51])[CH:3]=1)=[O:10], predict the reactants needed to synthesize it. The reactants are: [NH2:1][C:2]1[CH:3]=[C:4]([C:9]([O:11][CH3:12])=[O:10])[N:5]([CH2:7][CH3:8])[CH:6]=1.CCN(C(C)C)C(C)C.[Cl:22][C:23]1[C:24]([F:53])=[C:25]([C@@H:29]2[C@:33]([C:36]3[CH:41]=[CH:40][C:39]([Cl:42])=[CH:38][C:37]=3[F:43])([C:34]#[N:35])[C@H:32]([CH2:44][C:45]([CH3:48])([CH3:47])[CH3:46])[N:31]([CH3:49])[C@H:30]2[C:50](O)=[O:51])[CH:26]=[CH:27][CH:28]=1.CN(C(ON1N=NC2C=CC=NC1=2)=[N+](C)C)C.F[P-](F)(F)(F)(F)F. (2) Given the product [CH2:1]([C:3]1[N:4]([CH2:19][C:20]2[N:24]=[C:23]([C:25]3[CH:30]=[CH:29][CH:28]=[C:27]([C:31]([F:34])([F:32])[F:33])[CH:26]=3)[O:22][N:21]=2)[C:5]2[C:10]([CH:11]=1)=[C:9]([C:12]([F:15])([F:13])[F:14])[C:8]([C:16]#[N:17])=[CH:7][CH:6]=2)[CH3:2], predict the reactants needed to synthesize it. The reactants are: [CH2:1]([C:3]1[NH:4][C:5]2[C:10]([CH:11]=1)=[C:9]([C:12]([F:15])([F:14])[F:13])[C:8]([C:16]#[N:17])=[CH:7][CH:6]=2)[CH3:2].Cl[CH2:19][C:20]1[N:24]=[C:23]([C:25]2[CH:30]=[CH:29][CH:28]=[C:27]([C:31]([F:34])([F:33])[F:32])[CH:26]=2)[O:22][N:21]=1. (3) Given the product [CH:1]1([C:5](/[C:6](=[CH:15]\[N:16]([CH3:18])[CH3:17])/[C:7]([O:9][CH2:10][CH3:11])=[O:8])=[O:12])[CH2:2][CH2:3][CH2:4]1, predict the reactants needed to synthesize it. The reactants are: [CH:1]1([C:5](=[O:12])[CH2:6][C:7]([O:9][CH2:10][CH3:11])=[O:8])[CH2:4][CH2:3][CH2:2]1.CO[CH:15](OC)[N:16]([CH3:18])[CH3:17]. (4) The reactants are: [NH2:1][C:2]1[C:7]([Cl:8])=[CH:6][C:5]([Br:9])=[CH:4][C:3]=1[OH:10].C1N=CN([C:16](N2C=NC=C2)=[O:17])C=1. Given the product [Br:9][C:5]1[CH:6]=[C:7]([Cl:8])[C:2]2[NH:1][C:16](=[O:17])[O:10][C:3]=2[CH:4]=1, predict the reactants needed to synthesize it. (5) Given the product [CH:1]([C:8]1[CH:9]=[C:10]2[CH:12]=[C:30]([C:29]([N:27]([CH3:28])[CH3:26])=[O:39])[O:5][C:4]2=[N:6][CH:7]=1)=[O:2], predict the reactants needed to synthesize it. The reactants are: [CH3:1][O-:2].[Na+].[CH3:4][OH:5].[NH2:6][C:7]1O[C:10]([C:12](OC)=O)=[CH:9][CH:8]=1.F[B-](F)(F)F.F[B-](F)(F)F.[CH3:26][N:27]([CH:29]=[C:30](C=[N+](C)C)C=[N+](C)C)[CH3:28].[OH2:39].